The task is: Predict the reaction yield, written as a fraction of the theoretical maximum amount of product (1.0 means a 100% yield; for example, 0.34 means a 34% yield).. This data is from Reaction yield outcomes from USPTO patents with 853,638 reactions. (1) The reactants are [CH3:1][N:2]1[C:7]([CH3:8])=[C:6]([N+:9]([O-:11])=[O:10])[C:5](=[O:12])[N:4]([CH2:13][CH2:14][CH2:15][O:16][CH:17]2[CH2:22][CH2:21][CH2:20][CH2:19][O:18]2)[C:3]1=[O:23].[CH3:24][N:25]([CH:27](OC)OC)[CH3:26]. The catalyst is CN(C=O)C. The product is [CH3:24][N:25]([CH3:27])[CH:26]=[CH:8][C:7]1[N:2]([CH3:1])[C:3](=[O:23])[N:4]([CH2:13][CH2:14][CH2:15][O:16][CH:17]2[CH2:22][CH2:21][CH2:20][CH2:19][O:18]2)[C:5](=[O:12])[C:6]=1[N+:9]([O-:11])=[O:10]. The yield is 0.730. (2) The reactants are [CH2:1]([C:3]1[C:8](=[O:9])[N:7]2[N:10]=[CH:11][C:12](/[C:13](/Cl)=[N:14]/[OH:15])=[C:6]2[NH:5][C:4]=1[CH3:17])[CH3:2].C([O-])([O-])=O.[K+].[K+].[C:24]([C:26]1[CH:31]=[CH:30][CH:29]=[CH:28][N:27]=1)#[CH:25]. The catalyst is C(OCC)(=O)C. The product is [CH2:1]([C:3]1[C:8](=[O:9])[N:7]2[N:10]=[CH:11][C:12]([C:13]3[CH:25]=[C:24]([C:26]4[CH:31]=[CH:30][CH:29]=[CH:28][N:27]=4)[O:15][N:14]=3)=[C:6]2[NH:5][C:4]=1[CH3:17])[CH3:2]. The yield is 0.0400. (3) The reactants are [CH:1]1([O:7][C:8]2[CH:13]=[CH:12][CH:11]=[CH:10][C:9]=2[NH:14][C:15](=[O:17])[CH3:16])[CH2:6][CH2:5][CH2:4][CH:3]=[CH:2]1.ClCCl.C(OCC)(=[O:23])C. No catalyst specified. The product is [CH:2]12[O:23][CH:3]1[CH2:4][CH2:5][CH2:6][CH:1]2[O:7][C:8]1[CH:13]=[CH:12][CH:11]=[CH:10][C:9]=1[NH:14][C:15](=[O:17])[CH3:16]. The yield is 0.730. (4) The reactants are [OH:1][C:2]1([CH2:7][CH2:8][C@H:9]2[CH2:13][O:12][C:11]([CH3:15])([CH3:14])[N:10]2[C:16]([O:18][C:19]([CH3:22])([CH3:21])[CH3:20])=[O:17])[CH2:6][CH2:5][CH2:4][CH2:3]1.[H-].[Na+].[CH3:25]I. No catalyst specified. The product is [CH3:25][O:1][C:2]1([CH2:7][CH2:8][C@H:9]2[CH2:13][O:12][C:11]([CH3:15])([CH3:14])[N:10]2[C:16]([O:18][C:19]([CH3:22])([CH3:21])[CH3:20])=[O:17])[CH2:6][CH2:5][CH2:4][CH2:3]1. The yield is 0.950. (5) The reactants are [Cl:1][C:2]1[CH:11]=[C:10](Cl)[C:9]2[C:4](=[CH:5][CH:6]=[C:7]([O:13][CH3:14])[CH:8]=2)[N:3]=1.CO.[NH3:17]. No catalyst specified. The product is [Cl:1][C:2]1[CH:11]=[C:10]([NH2:17])[C:9]2[C:4](=[CH:5][CH:6]=[C:7]([O:13][CH3:14])[CH:8]=2)[N:3]=1. The yield is 0.550.